This data is from Full USPTO retrosynthesis dataset with 1.9M reactions from patents (1976-2016). The task is: Predict the reactants needed to synthesize the given product. (1) Given the product [CH3:17][CH2:16][O:15][C:12]([CH3:7])=[O:13].[CH3:10][CH2:11][CH2:2][CH2:3][CH2:4][CH3:5], predict the reactants needed to synthesize it. The reactants are: Br[C:2]1[CH:11]=[CH:10]C=C2[C:3]=1[CH:4]=[CH:5]C=[C:7]2[CH2:12][OH:13].C[O:15][C:16]1C=C(C(F)(F)F)C=C[C:17]=1B(O)O.CC(C1C=C(C(C)C)C(C2C=CC=CC=2P(C2CCCCC2)C2CCCCC2)=C(C(C)C)C=1)C.C([O-])([O-])=O.[K+].[K+]. (2) Given the product [ClH:9].[Cl:9][C:4]1[CH:5]=[CH:6][CH:7]=[CH:8][C:3]=1[CH:2]([NH2:17])[C:10]1[CH:15]=[CH:14][CH:13]=[CH:12][C:11]=1[Cl:16], predict the reactants needed to synthesize it. The reactants are: Br[CH:2]([C:10]1[CH:15]=[CH:14][CH:13]=[CH:12][C:11]=1[Cl:16])[C:3]1[CH:8]=[CH:7][CH:6]=[CH:5][C:4]=1[Cl:9].[NH3:17]. (3) Given the product [C:1]([C:5]1[N:9]([CH2:10][CH:11]2[CH2:16][CH2:15][C:14]([F:18])([F:17])[CH2:13][CH2:12]2)[C:8]2[CH:19]=[CH:20][C:21]([NH:23][S:26]([CH2:24][CH3:25])(=[O:28])=[O:27])=[CH:22][C:7]=2[N:6]=1)([CH3:4])([CH3:2])[CH3:3], predict the reactants needed to synthesize it. The reactants are: [C:1]([C:5]1[N:9]([CH2:10][CH:11]2[CH2:16][CH2:15][C:14]([F:18])([F:17])[CH2:13][CH2:12]2)[C:8]2[CH:19]=[CH:20][C:21]([NH2:23])=[CH:22][C:7]=2[N:6]=1)([CH3:4])([CH3:3])[CH3:2].[CH2:24]([S:26](Cl)(=[O:28])=[O:27])[CH3:25].C(O)(C(F)(F)F)=O. (4) Given the product [NH2:11][S:8]([C:5]1[CH:6]=[CH:7][C:2]([NH:1][C:20](=[O:21])[CH2:19][Br:18])=[C:3]([Cl:12])[CH:4]=1)(=[O:9])=[O:10], predict the reactants needed to synthesize it. The reactants are: [NH2:1][C:2]1[CH:7]=[CH:6][C:5]([S:8]([NH2:11])(=[O:10])=[O:9])=[CH:4][C:3]=1[Cl:12].C(=O)(O)[O-].[Na+].[Br:18][CH2:19][C:20](Br)=[O:21]. (5) Given the product [F:32][C:8]1[CH:9]=[C:10]([C:13]2[N:17]([C:18]3[CH:23]=[CH:22][C:21]([S:24]([NH2:27])(=[O:25])=[O:26])=[N:20][CH:19]=3)[N:16]=[C:15]([C:28]([F:29])([F:31])[F:30])[CH:14]=2)[CH:11]=[CH:12][C:7]=1[C:40]1[S:44][CH:43]=[N:42][CH:41]=1, predict the reactants needed to synthesize it. The reactants are: FC(F)(F)S(O[C:7]1[CH:12]=[CH:11][C:10]([C:13]2[N:17]([C:18]3[CH:19]=[N:20][C:21]([S:24]([NH2:27])(=[O:26])=[O:25])=[CH:22][CH:23]=3)[N:16]=[C:15]([C:28]([F:31])([F:30])[F:29])[CH:14]=2)=[CH:9][C:8]=1[F:32])(=O)=O.C([Sn](CCCC)(CCCC)[C:40]1[S:44][CH:43]=[N:42][CH:41]=1)CCC.[Cl-].[Li+].